This data is from B-cell epitopes from IEDB database with 3,159 antigens for binding position prediction. The task is: Token-level Classification. Given an antigen amino acid sequence, predict which amino acid positions are active epitope sites capable of antibody binding. Output is a list of indices for active positions. Given the antigen sequence: MSTLLENIFAIINLFKQYSKKDKNTDTLSKKELKELLEKEFRQILKNPDDPDMVDVFMDHLDIDHNKKIDFTEFLLMVFKLAQAYYESTRKENLPISGHKHRKHSHHDKHEDNKQEENKENRKRPSSLERRNNRKGNKGRSKSPRETGGKRHESSSEKKERKGYSPTHREEEYGKNHHNSSKKEKNKTENTRLGDNRKRLSERLEEKEDNEEGVYDYENTGRMTQKWIQSGHIATYYTIQDEAYDTTDSLLEENKIYERSRSSDGKSSSQVNRSRHENTSQVPLQESRTRKRRGSRVSQDRDSEGHSEDSERHSGSASRNHHGSAWEQSRDGSRHPRSHDEDRASHGHSADSSRQSGTRHAETSSRGQTASSHEQARSSPGERHGSGHQQSADSSRHSATGRGQASSAVSDRGHRGSSGSQASDSEGHSENSDTQSVSGHGKAGLRQQSHQESTRGRSGERSGRSGSSLYQVSTHEQPDSAHGRTGTSTGGRQGSHHEQA..., which amino acid positions are active epitope sites? The epitope positions are: [326, 327, 328, 329, 330, 331, 332, 333, 334, 335, 336, 337, 338, 339]. The amino acids at these positions are: EQSRDGSRHPRSHD.